Dataset: Forward reaction prediction with 1.9M reactions from USPTO patents (1976-2016). Task: Predict the product of the given reaction. (1) Given the reactants [F:1][C:2]1[CH:3]=[CH:4][C:5]([OH:11])=[C:6]([C:8](=[O:10])[CH3:9])[CH:7]=1.[CH3:12][C:13](=O)[CH3:14].N1CCCC1.CCOC(C)=O, predict the reaction product. The product is: [F:1][C:2]1[CH:7]=[C:6]2[C:5](=[CH:4][CH:3]=1)[O:11][C:13]([CH3:14])([CH3:12])[CH2:9][C:8]2=[O:10]. (2) The product is: [CH2:8]([NH:12][C:13](=[O:14])[C@H:15]([CH3:42])[CH2:16][C@H:17]([OH:41])[C@@H:18]1[CH2:19][C:20]2=[CH:21][C:22](=[CH:23][CH:24]=[CH:25]2)[O:26][CH2:27][CH2:28][CH2:29][CH2:30][CH2:31][C:32](=[O:33])[NH:40][C@@H:38]([CH3:39])[C:36](=[O:37])[NH:35]1)[CH2:9][CH2:10][CH3:11]. Given the reactants FC(F)(F)C([O-])=O.[CH2:8]([NH:12][C:13]([C@H:15]([CH3:42])[CH2:16][C@H:17]([OH:41])[C@@H:18]([NH:35][C:36]([C@@H:38]([NH3+:40])[CH3:39])=[O:37])[CH2:19][C:20]1[CH:25]=[CH:24][CH:23]=[C:22]([O:26][CH2:27][CH2:28][CH2:29][CH2:30][CH2:31][C:32](O)=[O:33])[CH:21]=1)=[O:14])[CH2:9][CH2:10][CH3:11].F[P-](F)(F)(F)(F)F.N1(O[P+](N(C)C)(N(C)C)N(C)C)C2C=CC=CC=2N=N1.C(N(C(C)C)CC)(C)C, predict the reaction product. (3) The product is: [N+:22]([C:25]1[CH:26]=[CH:27][C:28]([C:29]([O:20][C@H:17]2[C:12]3=[N:13][CH:14]=[CH:15][CH:16]=[C:11]3[CH2:10][C@@:9]([C:3]3[CH:4]=[CH:5][CH:6]=[C:7]([F:8])[C:2]=3[F:1])([OH:21])[CH2:19][CH2:18]2)=[O:30])=[CH:32][CH:33]=1)([O-:24])=[O:23]. Given the reactants [F:1][C:2]1[C:7]([F:8])=[CH:6][CH:5]=[CH:4][C:3]=1[C@:9]1([OH:21])[CH2:19][CH2:18][C@H:17]([OH:20])[C:12]2=[N:13][CH:14]=[CH:15][CH:16]=[C:11]2[CH2:10]1.[N+:22]([C:25]1[CH:33]=[CH:32][C:28]([C:29](O)=[O:30])=[CH:27][CH:26]=1)([O-:24])=[O:23].C1(P(C2C=CC=CC=2)C2C=CC=CC=2)C=CC=CC=1.N(C(OC(C)C)=O)=NC(OC(C)C)=O, predict the reaction product. (4) Given the reactants [F:1][C:2]1[C:22]([C:23]([OH:26])([CH3:25])[CH3:24])=[CH:21][CH:20]=[CH:19][C:3]=1[O:4][C:5]1[CH2:9][N:8]([C@@H:10]([CH2:14][CH:15]([CH3:17])[CH3:16])[C:11](O)=[O:12])[C:7](=[O:18])[CH:6]=1.[CH3:27][N:28]1[CH:32]=[CH:31][C:30]([NH2:33])=[N:29]1.F[P-](F)(F)(F)(F)F.N1(O[P+](N(C)C)(N(C)C)N(C)C)C2C=CC=CC=2N=N1.C(N(CC)C(C)C)(C)C, predict the reaction product. The product is: [CH3:27][N:28]1[CH:32]=[CH:31][C:30]([NH:33][C:11](=[O:12])[C@@H:10]([N:8]2[CH2:9][C:5]([O:4][C:3]3[CH:19]=[CH:20][CH:21]=[C:22]([C:23]([OH:26])([CH3:24])[CH3:25])[C:2]=3[F:1])=[CH:6][C:7]2=[O:18])[CH2:14][CH:15]([CH3:16])[CH3:17])=[N:29]1. (5) Given the reactants [C:1]([O:5][C:6](=[O:33])/[CH:7]=[CH:8]/[C:9]1[C:14](=[O:15])[N:13]2[CH:16]=[CH:17][C:18]([C:20](=[O:31])[NH:21][C:22]3[S:23][CH:24]=[C:25]([C:27]([CH3:30])([CH3:29])[CH3:28])[N:26]=3)=[CH:19][C:12]2=[N:11][C:10]=1O)([CH3:4])([CH3:3])[CH3:2].S(Cl)(C1C=CC(C)=CC=1)(=O)=O.[CH3:45][N:46]([CH3:54])[CH2:47][CH2:48][CH2:49][CH2:50][C:51]([OH:53])=O.CCN=C=NC[CH2:61][CH2:62][N:63]([CH3:65])C.Cl.[CH3:67][N:68](C)C=O, predict the reaction product. The product is: [C:1]([O:5][C:6](=[O:33])/[CH:7]=[CH:8]/[C:9]1[C:14](=[O:15])[N:13]2[CH:16]=[CH:17][C:18]([C:20](=[O:31])[NH:21][C:22]3[S:23][CH:24]=[C:25]([C:27]([CH3:28])([CH3:30])[CH3:29])[N:26]=3)=[CH:19][C:12]2=[N:11][C:10]=1[N:63]1[CH2:62][CH2:61][N:68]([C:51](=[O:53])[CH2:50][CH2:49][CH2:48][CH2:47][N:46]([CH3:45])[CH3:54])[CH2:67][CH2:65]1)([CH3:3])([CH3:2])[CH3:4].